From a dataset of Full USPTO retrosynthesis dataset with 1.9M reactions from patents (1976-2016). Predict the reactants needed to synthesize the given product. (1) Given the product [Cl:2][C:3]1[CH:4]=[CH:5][C:6]2[O:10][CH2:9][CH:8]([NH2:11])[C:7]=2[CH:12]=1, predict the reactants needed to synthesize it. The reactants are: Cl.[Cl:2][C:3]1[CH:4]=[CH:5][C:6]2[O:10][CH2:9][CH:8]([NH2:11])[C:7]=2[CH:12]=1.N(C1C2C=C(Cl)C=CC=2OC1)=[N+]=[N-].C1(P(C2C=CC=CC=2)C2C=CC=CC=2)C=CC=CC=1.Cl.O1CCOCC1. (2) Given the product [Br:1][C:2]1[CH:7]=[C:6]([S:8]([CH2:11][CH3:12])(=[O:10])=[O:9])[CH:5]=[CH:4][C:3]=1[O:20][CH3:18], predict the reactants needed to synthesize it. The reactants are: [Br:1][C:2]1[CH:7]=[C:6]([S:8]([CH2:11][CH3:12])(=[O:10])=[O:9])[CH:5]=[CH:4][C:3]=1F.C[O-].[Na+].O.[C:18](OCC)(=[O:20])C. (3) Given the product [C:1]([O:5][C:6](=[O:14])[NH:7][CH:8]1[CH2:13][C:10]([OH:12])([CH3:11])[CH2:9]1)([CH3:4])([CH3:2])[CH3:3], predict the reactants needed to synthesize it. The reactants are: [C:1]([O:5][C:6](=[O:14])[NH:7][CH:8]1[CH2:13][C:10]2([O:12][CH2:11]2)[CH2:9]1)([CH3:4])([CH3:3])[CH3:2].C([BH-](CC)CC)C.[Li+].O.C(=O)([O-])[O-].[K+].[K+]. (4) Given the product [CH:10]1[C:8]2[C:7](=[CH:6][CH2:16][OH:18])[C:9]3[C:15](=[CH:23][CH:24]=[CH:25][CH:26]=3)[C:14]=2[CH:13]=[CH:12][CH:11]=1, predict the reactants needed to synthesize it. The reactants are: CC(C[AlH][CH2:6][CH:7]([CH3:9])[CH3:8])C.[CH3:10][CH2:11][CH2:12][CH2:13][CH2:14][CH3:15].[C:16](=[O:18])=O.CC(C)=O.[CH3:23][CH2:24][CH2:25][CH2:26]CC. (5) Given the product [C:4]([CH:3]([NH:2][C:31]([C:29]1[N:28]=[N:27][N:26]([CH2:25][CH2:24][NH:23][C:21](=[O:22])[C:20]2[CH:34]=[CH:35][C:36]([O:40][CH3:41])=[C:37]([O:38][CH3:39])[C:19]=2[O:18][CH3:17])[CH:30]=1)=[O:32])[C:6]1[CH:7]=[CH:8][C:9]([O:12][C:13]([F:14])([F:15])[F:16])=[CH:10][CH:11]=1)#[N:5], predict the reactants needed to synthesize it. The reactants are: Cl.[NH2:2][CH:3]([C:6]1[CH:11]=[CH:10][C:9]([O:12][C:13]([F:16])([F:15])[F:14])=[CH:8][CH:7]=1)[C:4]#[N:5].[CH3:17][O:18][C:19]1[C:37]([O:38][CH3:39])=[C:36]([O:40][CH3:41])[CH:35]=[CH:34][C:20]=1[C:21]([NH:23][CH2:24][CH2:25][N:26]1[CH:30]=[C:29]([C:31](O)=[O:32])[N:28]=[N:27]1)=[O:22]. (6) Given the product [Cl:1][C:2]1[CH:3]=[CH:4][C:5]2[N:11]3[C:12]([CH:15]4[CH2:16][CH2:17]4)=[N:13][N:14]=[C:10]3[C@@H:9]([CH2:18][CH2:19][C:20]([OH:36])=[O:33])[O:8][C@H:7]([C:22]3[CH:27]=[CH:26][CH:25]=[C:24]([O:28][CH3:29])[C:23]=3[O:30][CH3:31])[C:6]=2[CH:32]=1, predict the reactants needed to synthesize it. The reactants are: [Cl:1][C:2]1[CH:3]=[CH:4][C:5]2[N:11]3[C:12]([CH:15]4[CH2:17][CH2:16]4)=[N:13][N:14]=[C:10]3[C@@H:9]([CH2:18][CH2:19][C:20]#N)[O:8][C@H:7]([C:22]3[CH:27]=[CH:26][CH:25]=[C:24]([O:28][CH3:29])[C:23]=3[O:30][CH3:31])[C:6]=2[CH:32]=1.[OH-:33].[Na+].C[OH:36].Cl. (7) Given the product [C:8]([O:7][C:1]([N:28]1[CH2:27][C@H:26]([OH:29])[CH2:25][C@@H:24]1[CH2:23][C:22]1[C:21]2[C:16](=[CH:17][CH:18]=[CH:19][CH:20]=2)[NH:15][C:14]=1[CH3:13])=[O:12])([CH3:9])([CH3:10])[CH3:11], predict the reactants needed to synthesize it. The reactants are: [C:1](=[O:12])([O:7][C:8]([CH3:11])([CH3:10])[CH3:9])OC(C)(C)C.[CH3:13][C:14]1[NH:15][C:16]2[C:21]([C:22]=1[CH2:23][C@@H:24]1[NH:28][CH2:27][C@H:26]([OH:29])[CH2:25]1)=[CH:20][CH:19]=[CH:18][CH:17]=2.C(N(CC)CC)C. (8) Given the product [Cl:33][C:34]1[CH:35]=[C:36]([CH:37]=[CH:38][CH:39]=1)[O:40][C:7]1[N:6]=[C:5]([NH:4][CH:1]2[CH2:3][CH2:2]2)[N:10]2[N:11]=[CH:12][C:13](/[CH:14]=[C:15]3/[C:16](=[O:21])[NH:17][C:18](=[O:20])[NH:19]/3)=[C:9]2[N:8]=1, predict the reactants needed to synthesize it. The reactants are: [CH:1]1([NH:4][C:5]2[N:10]3[N:11]=[CH:12][C:13](/[CH:14]=[C:15]4/[C:16](=[O:21])[NH:17][C:18](=[O:20])[NH:19]/4)=[C:9]3[N:8]=[C:7](S(C)(=O)=O)[N:6]=2)[CH2:3][CH2:2]1.N1CC(=O)NC1=O.[Cl:33][C:34]1[CH:35]=[C:36]([OH:40])[CH:37]=[CH:38][CH:39]=1.C([O-])([O-])=O.[K+].[K+]. (9) The reactants are: [C:1]([O:5][C:6]([N:8]1[C@H:17]([C:18](=[O:40])[NH:19][C@H:20]([C:36]([O:38][CH3:39])=[O:37])[CH2:21][C:22]2[CH:27]=[CH:26][C:25]([C:28]3[CH:33]=[CH:32][C:31]([C:34]#[N:35])=[CH:30][CH:29]=3)=[CH:24][CH:23]=2)[CH2:16][C:15]2[C:10](=[CH:11][C:12]([OH:42])=[C:13]([NH2:41])[CH:14]=2)[CH2:9]1)=[O:7])([CH3:4])([CH3:3])[CH3:2].C(=O)(O)[O-].[Na+].Cl[CH:49]([C:53]1[CH:58]=[CH:57][C:56]([O:59][CH2:60][C:61]2[CH:66]=[CH:65][C:64]([Cl:67])=[C:63]([Cl:68])[CH:62]=2)=[CH:55][CH:54]=1)[C:50](Cl)=[O:51].C(=O)([O-])[O-].[K+].[K+]. Given the product [C:1]([O:5][C:6]([N:8]1[CH:17]([C:18](=[O:40])[NH:19][C@H:20]([C:36]([O:38][CH3:39])=[O:37])[CH2:21][C:22]2[CH:27]=[CH:26][C:25]([C:28]3[CH:29]=[CH:30][C:31]([C:34]#[N:35])=[CH:32][CH:33]=3)=[CH:24][CH:23]=2)[CH2:16][C:15]2[CH:14]=[C:13]3[C:12]([O:42][C@@H:49]([C:53]4[CH:58]=[CH:57][C:56]([O:59][CH2:60][C:61]5[CH:66]=[CH:65][C:64]([Cl:67])=[C:63]([Cl:68])[CH:62]=5)=[CH:55][CH:54]=4)[C:50](=[O:51])[NH:41]3)=[CH:11][C:10]=2[CH2:9]1)=[O:7])([CH3:4])([CH3:2])[CH3:3], predict the reactants needed to synthesize it. (10) Given the product [NH2:9][CH2:8][CH2:7][CH:6]([C:10]1[CH:15]=[CH:14][CH:13]=[C:12]([S:16]([CH2:19][CH:20]([CH2:24][CH2:25][CH3:26])[CH2:21][CH2:22][CH3:23])(=[O:18])=[O:17])[CH:11]=1)[OH:5], predict the reactants needed to synthesize it. The reactants are: B.CSC.[OH:5][CH:6]([C:10]1[CH:15]=[CH:14][CH:13]=[C:12]([S:16]([CH2:19][CH:20]([CH2:24][CH2:25][CH3:26])[CH2:21][CH2:22][CH3:23])(=[O:18])=[O:17])[CH:11]=1)[CH2:7][C:8]#[N:9].